From a dataset of CYP1A2 inhibition data for predicting drug metabolism from PubChem BioAssay. Regression/Classification. Given a drug SMILES string, predict its absorption, distribution, metabolism, or excretion properties. Task type varies by dataset: regression for continuous measurements (e.g., permeability, clearance, half-life) or binary classification for categorical outcomes (e.g., BBB penetration, CYP inhibition). Dataset: cyp1a2_veith. The compound is CC1CN(C2CCN(C(=O)c3cccc(Cl)c3)CC2)CC(C)O1. The result is 0 (non-inhibitor).